This data is from Full USPTO retrosynthesis dataset with 1.9M reactions from patents (1976-2016). The task is: Predict the reactants needed to synthesize the given product. (1) The reactants are: Br[C:2]1[N:6]([CH3:7])[CH:5]=[N:4][CH:3]=1.C([Mg]Cl)(C)C.[Li+].[Cl-].[Cl:15][C:16]1[C:25]([C:26]2[CH:31]=[CH:30][CH:29]=[CH:28][CH:27]=2)=[C:24]([Cl:32])[C:23]2[C:18](=[C:19]([CH3:35])[CH:20]=[C:21]([CH:33]=[O:34])[CH:22]=2)[N:17]=1. Given the product [Cl:15][C:16]1[C:25]([C:26]2[CH:31]=[CH:30][CH:29]=[CH:28][CH:27]=2)=[C:24]([Cl:32])[C:23]2[C:18](=[C:19]([CH3:35])[CH:20]=[C:21]([CH:33]([C:2]3[N:6]([CH3:7])[CH:5]=[N:4][CH:3]=3)[OH:34])[CH:22]=2)[N:17]=1, predict the reactants needed to synthesize it. (2) Given the product [N:24]1([C:31](=[O:33])[CH2:32][C:20]([C:9]2[C:8]([CH3:23])=[C:7]([C:5]3[S:6][C:2]([Cl:1])=[CH:3][CH:4]=3)[N:11]([C:12]3[CH:17]=[CH:16][C:15]([Cl:18])=[CH:14][C:13]=3[Cl:19])[N:10]=2)=[O:21])[CH2:30][CH2:29][CH2:28][CH2:27][CH2:26][CH2:25]1, predict the reactants needed to synthesize it. The reactants are: [Cl:1][C:2]1[S:6][C:5]([C:7]2[N:11]([C:12]3[CH:17]=[CH:16][C:15]([Cl:18])=[CH:14][C:13]=3[Cl:19])[N:10]=[C:9]([C:20](Cl)=[O:21])[C:8]=2[CH3:23])=[CH:4][CH:3]=1.[N:24]1([C:31](=[O:33])[CH3:32])[CH2:30][CH2:29][CH2:28][CH2:27][CH2:26][CH2:25]1.C[Si]([N-][Si](C)(C)C)(C)C.[Li+]. (3) Given the product [CH3:1][O:2][C:3]([C:5]1[N:6]([NH2:32])[CH:7]=[CH:8][CH:9]=1)=[O:4], predict the reactants needed to synthesize it. The reactants are: [CH3:1][O:2][C:3]([C:5]1[NH:6][CH:7]=[CH:8][CH:9]=1)=[O:4].CCC([O-])(C)C.[K+].C1(C)C=CC=CC=1.ClC1C=CC(C(O[NH2:32])=O)=CC=1.